This data is from Forward reaction prediction with 1.9M reactions from USPTO patents (1976-2016). The task is: Predict the product of the given reaction. (1) Given the reactants [Cl:1][C:2]1[CH:11]=[C:10]([C:12](=[O:14])[CH3:13])[C:9]([N:15]2[CH2:20][CH2:19][NH:18][CH2:17][CH2:16]2)=[C:8]2[C:3]=1[CH:4]=[CH:5][CH:6]=[N:7]2.[C:21]([N:24]1[CH2:29][CH2:28][CH:27]([C:30](Cl)=[O:31])[CH2:26][CH2:25]1)(=[O:23])[CH3:22].C(N(CC)CC)C, predict the reaction product. The product is: [C:21]([N:24]1[CH2:25][CH2:26][CH:27]([C:30]([N:18]2[CH2:17][CH2:16][N:15]([C:9]3[C:10]([C:12](=[O:14])[CH3:13])=[CH:11][C:2]([Cl:1])=[C:3]4[C:8]=3[N:7]=[CH:6][CH:5]=[CH:4]4)[CH2:20][CH2:19]2)=[O:31])[CH2:28][CH2:29]1)(=[O:23])[CH3:22]. (2) Given the reactants [CH3:1][O:2][C:3]1[CH:4]=[C:5]([CH:15]=[CH:16][CH:17]=1)[C:6]([NH:8][C@@H:9]1[CH2:14][CH2:13][CH2:12][NH:11][CH2:10]1)=[O:7].[C:18]([N:23]1[CH2:28][CH2:27][C:26](=O)[CH2:25][CH2:24]1)([O:20][CH2:21][CH3:22])=[O:19].[N-]=C=O, predict the reaction product. The product is: [CH3:1][O:2][C:3]1[CH:4]=[C:5]([CH:15]=[CH:16][CH:17]=1)[C:6]([NH:8][C@@H:9]1[CH2:14][CH2:13][CH2:12][N:11]([CH:26]2[CH2:27][CH2:28][N:23]([C:18]([O:20][CH2:21][CH3:22])=[O:19])[CH2:24][CH2:25]2)[CH2:10]1)=[O:7]. (3) Given the reactants [OH:1][C@@H:2]1[CH2:26][C@H:25]2[C@:20]([CH3:32])([CH2:21][CH2:22][C@@H:23]([O:27]S(C)(=O)=O)[CH2:24]2)[C@@H:19]2[C@@H:3]1[C@H:4]1[C@:16]([CH3:34])([C@@H:17]([OH:33])[CH2:18]2)[C@@H:7]([C@H:8]([CH3:15])[CH2:9][CH2:10][C:11]([O:13][CH3:14])=[O:12])[CH2:6][CH2:5]1.[CH2:35](O)[CH2:36][OH:37].N1C=CC=CC=1, predict the reaction product. The product is: [OH:1][C@@H:2]1[CH2:26][C@@H:25]2[C@:20]([CH3:32])([CH2:21][CH2:22][C@H:23]([O:27][CH2:35][CH2:36][OH:37])[CH2:24]2)[C@@H:19]2[C@@H:3]1[C@H:4]1[C@:16]([CH3:34])([C@@H:17]([OH:33])[CH2:18]2)[C@@H:7]([C@H:8]([CH3:15])[CH2:9][CH2:10][C:11]([O:13][CH3:14])=[O:12])[CH2:6][CH2:5]1.